Dataset: Full USPTO retrosynthesis dataset with 1.9M reactions from patents (1976-2016). Task: Predict the reactants needed to synthesize the given product. Given the product [CH3:1][C@H:2]1[C@:19]([OH:28])([C:20]([CH2:22][O:23][P:24]([O-:27])([OH:26])=[O:25])=[O:21])[C@:18]2([CH3:29])[C@H:4]([C@H:5]3[C@:15]([F:31])([C@@H:16]([OH:30])[CH2:17]2)[C@:14]2([CH3:32])[C:8](=[CH:9][C:10]([CH:12]=[CH:13]2)=[O:11])[CH2:7][CH2:6]3)[CH2:3]1.[Na+:33], predict the reactants needed to synthesize it. The reactants are: [CH3:1][C@H:2]1[C@:19]([OH:28])([C:20]([CH2:22][O:23][P:24]([O-:27])([OH:26])=[O:25])=[O:21])[C@:18]2([CH3:29])[C@H:4]([C@H:5]3[C@:15]([F:31])([C@@H:16]([OH:30])[CH2:17]2)[C@:14]2([CH3:32])[C:8](=[CH:9][C:10]([CH:12]=[CH:13]2)=[O:11])[CH2:7][CH2:6]3)[CH2:3]1.[Na+:33].O.